From a dataset of Catalyst prediction with 721,799 reactions and 888 catalyst types from USPTO. Predict which catalyst facilitates the given reaction. (1) Reactant: [NH2:1][C:2]1[CH:20]=[CH:19][C:5]([O:6][CH2:7][CH2:8][N:9]2[CH2:18][CH2:17][C:16]3[C:11](=[CH:12][CH:13]=[CH:14][CH:15]=3)[CH2:10]2)=[CH:4][C:3]=1[N+:21]([O-])=O. Product: [NH2:21][C:3]1[CH:4]=[C:5]([CH:19]=[CH:20][C:2]=1[NH2:1])[O:6][CH2:7][CH2:8][N:9]1[CH2:18][CH2:17][C:16]2[C:11](=[CH:12][CH:13]=[CH:14][CH:15]=2)[CH2:10]1. The catalyst class is: 94. (2) The catalyst class is: 11. Product: [F:45][C:42]1[CH:43]=[CH:44][C:39]([C:26]2[N:25]=[CH:24][N:23]([C:10]([C:17]3[CH:18]=[CH:19][CH:20]=[CH:21][CH:22]=3)([C:9]3[CH:28]=[CH:29][CH:6]=[CH:7][CH:8]=3)[C:11]3[CH:16]=[CH:15][CH:14]=[CH:13][CH:12]=3)[CH:27]=2)=[N:40][CH:41]=1. Reactant: C([Sn](CCCC)(CCCC)[C:6]1[CH:29]=[CH:28][C:9]([C:10]([N:23]2[CH:27]=[CH:26][N:25]=[CH:24]2)([C:17]2[CH:22]=[CH:21][CH:20]=[CH:19][CH:18]=2)[C:11]2[CH:16]=[CH:15][CH:14]=[CH:13][CH:12]=2)=[CH:8][CH:7]=1)CCC.Cl[C:39]1[CH:44]=[CH:43][C:42]([F:45])=[CH:41][N:40]=1.